Predict the reactants needed to synthesize the given product. From a dataset of Retrosynthesis with 50K atom-mapped reactions and 10 reaction types from USPTO. (1) Given the product COC(=O)C12CCC(c3ccccc3)(CC1)CC2, predict the reactants needed to synthesize it. The reactants are: COC(=O)C12CCC(Br)(CC1)CC2.c1ccccc1. (2) Given the product C=C(C)C(=O)OC1C=CCC1, predict the reactants needed to synthesize it. The reactants are: C=C(C)C(=O)Cl.OC1C=CCC1. (3) Given the product CC(C)(C)OC(=O)N1CCC(Oc2ccc(Cl)cc2)CC1, predict the reactants needed to synthesize it. The reactants are: CC(C)(C)OC(=O)N1CCC(O)CC1.Fc1ccc(Cl)cc1. (4) Given the product O=[N+]([O-])c1ccc(NCc2cccnc2)nc1, predict the reactants needed to synthesize it. The reactants are: NCc1cccnc1.O=[N+]([O-])c1ccc(Cl)nc1.